This data is from Retrosynthesis with 50K atom-mapped reactions and 10 reaction types from USPTO. The task is: Predict the reactants needed to synthesize the given product. (1) Given the product CCOC(=O)C1SC(C(C)(C)C)=NN1C(=O)C(NC(=O)OCC1c2ccccc2-c2ccccc21)C(C)C, predict the reactants needed to synthesize it. The reactants are: CC(C)C(NC(=O)OCC1c2ccccc2-c2ccccc21)C(=O)Cl.CCOC(=O)C1NN=C(C(C)(C)C)S1. (2) The reactants are: CC(C)(C)OC(=O)NC1(COS(C)(=O)=O)COC(C)(C)OC1.COc1ccc2c(C(=O)c3cc(OC)c(OC)c(OC)c3)c[nH]c2c1. Given the product COc1ccc2c(C(=O)c3cc(OC)c(OC)c(OC)c3)cn(CC3(NC(=O)OC(C)(C)C)COC(C)(C)OC3)c2c1, predict the reactants needed to synthesize it. (3) Given the product CCOC(=O)Cc1ccc(OCC(=O)O)c(F)c1, predict the reactants needed to synthesize it. The reactants are: CCOC(=O)Cc1ccc(OCC(=O)OC(C)(C)C)c(F)c1. (4) The reactants are: COc1cc2nccc(Oc3ccc(N)c(C)c3)c2cc1OC.Cc1cccc(C(=O)N=C=S)c1. Given the product COc1cc2nccc(Oc3ccc(NC(=S)NC(=O)c4cccc(C)c4)c(C)c3)c2cc1OC, predict the reactants needed to synthesize it. (5) Given the product CC(C)c1noc(N2CCC(COc3ccc(Br)cc3)CC2)n1, predict the reactants needed to synthesize it. The reactants are: CC(C)c1noc(N2CCC(CO)CC2)n1.Oc1ccc(Br)cc1.